Regression/Classification. Given a drug SMILES string, predict its toxicity properties. Task type varies by dataset: regression for continuous values (e.g., LD50, hERG inhibition percentage) or binary classification for toxic/non-toxic outcomes (e.g., AMES mutagenicity, cardiotoxicity, hepatotoxicity). Dataset: ames. From a dataset of Ames mutagenicity test results for genotoxicity prediction. The molecule is c1ccc2c(c1)c1ccccc1c1cc3cnccc3cc21. The result is 1 (mutagenic).